Task: Predict the reactants needed to synthesize the given product.. Dataset: Full USPTO retrosynthesis dataset with 1.9M reactions from patents (1976-2016) (1) Given the product [N:18]1[CH:19]=[CH:20][C:15]([CH2:14][NH:13][C:7]2[N:6]=[C:5]3[C:10]([NH:11][C:3](=[O:2])[N:4]3[CH2:21][C:22]3[CH:27]=[CH:26][C:25]([CH2:28][Cl:32])=[CH:24][CH:23]=3)=[C:9]([NH2:12])[N:8]=2)=[CH:16][CH:17]=1, predict the reactants needed to synthesize it. The reactants are: C[O:2][C:3]1[N:4]([CH2:21][C:22]2[CH:27]=[CH:26][C:25]([CH2:28]O)=[CH:24][CH:23]=2)[C:5]2[C:10]([N:11]=1)=[C:9]([NH2:12])[N:8]=[C:7]([NH:13][CH2:14][C:15]1[CH:20]=[CH:19][N:18]=[CH:17][CH:16]=1)[N:6]=2.O=S(Cl)[Cl:32]. (2) Given the product [N:1]1[CH:6]=[CH:5][CH:4]=[N:3][C:2]=1[C:7]1[CH:8]=[CH:9][C:10]([NH2:13])=[CH:11][CH:12]=1, predict the reactants needed to synthesize it. The reactants are: [N:1]1[CH:6]=[CH:5][CH:4]=[N:3][C:2]=1[C:7]1[CH:12]=[CH:11][C:10]([NH:13]C(=O)C(C)(C)C)=[CH:9][CH:8]=1.[OH-].[Na+].